The task is: Predict which catalyst facilitates the given reaction.. This data is from Catalyst prediction with 721,799 reactions and 888 catalyst types from USPTO. (1) Reactant: C(O)(=[O:3])C.[CH3:5][C:6]1[CH:10]=[C:9]([CH3:11])[NH:8][C:7]=1[C:12]([O:14][CH2:15][CH3:16])=[O:13]. Product: [CH2:15]([O:14][C:12]([C:7]1[NH:8][C:9]([CH:11]=[O:3])=[CH:10][C:6]=1[CH3:5])=[O:13])[CH3:16]. The catalyst class is: 20. (2) Reactant: [CH3:1][C:2]1[N:7]=[C:6]([SH:8])[N:5]=[C:4]([OH:9])[CH:3]=1.C(=O)([O-])[O-].[K+].[K+].Br[CH2:17][C:18]1[N:22]([CH3:23])[CH:21]=[N:20][CH:19]=1. The catalyst class is: 3. Product: [CH3:1][C:2]1[N:7]=[C:6]([S:8][CH2:17][C:18]2[N:22]([CH3:23])[CH:21]=[N:20][CH:19]=2)[N:5]=[C:4]([OH:9])[CH:3]=1. (3) Reactant: [C:1]([O:5][C:6](=[O:17])[NH:7][C@H:8]1[CH2:13][CH2:12][C@H:11]([CH2:14][CH:15]=O)[CH2:10][CH2:9]1)([CH3:4])([CH3:3])[CH3:2].[N:18]1([C:24]2[C:29]3[CH:30]=[CH:31][O:32][C:28]=3[CH:27]=[CH:26][N:25]=2)[CH2:23][CH2:22][NH:21][CH2:20][CH2:19]1.C([O-])(O)=O.[Na+]. Product: [C:1]([O:5][C:6](=[O:17])[NH:7][C@H:8]1[CH2:13][CH2:12][C@H:11]([CH2:14][CH2:15][N:21]2[CH2:22][CH2:23][N:18]([C:24]3[C:29]4[CH:30]=[CH:31][O:32][C:28]=4[CH:27]=[CH:26][N:25]=3)[CH2:19][CH2:20]2)[CH2:10][CH2:9]1)([CH3:4])([CH3:3])[CH3:2]. The catalyst class is: 525. (4) Reactant: Cl.[CH:2]1([C:5]2[N:9]([CH2:10][C:11]3[C:16]([F:17])=[CH:15][C:14]([O:18][CH2:19][CH3:20])=[CH:13][C:12]=3[F:21])[N:8]=[C:7]([C:22](=[NH:24])[NH2:23])[C:6]=2[CH3:25])[CH2:4][CH2:3]1.[Si]([O:33][CH:34]([C:37]#[N:38])[C:35]#[N:36])(C(C)(C)C)(C)C.C([O-])(C)(C)C.[K+]. Product: [NH2:36][C:35]1[C:34]([OH:33])=[C:37]([NH2:38])[N:23]=[C:22]([C:7]2[C:6]([CH3:25])=[C:5]([CH:2]3[CH2:4][CH2:3]3)[N:9]([CH2:10][C:11]3[C:16]([F:17])=[CH:15][C:14]([O:18][CH2:19][CH3:20])=[CH:13][C:12]=3[F:21])[N:8]=2)[N:24]=1. The catalyst class is: 371. (5) Reactant: [NH2:1][CH2:2][CH2:3][CH2:4][N:5]([CH2:13][CH2:14][CH2:15][NH:16][C:17]1[N:18]=[N+:19]([O-:28])[C:20]2[CH:27]=[CH:26][CH:25]=[CH:24][C:21]=2[N+:22]=1[O-:23])[C:6](=[O:12])[O:7][C:8]([CH3:11])([CH3:10])[CH3:9].N1([C:34]([C:36]2[C:49]3[C:40](=[N:41][C:42]4[C:47]([N:48]=3)=[CH:46][CH:45]=[CH:44][CH:43]=4)[CH:39]=[CH:38][CH:37]=2)=[O:35])C=CN=C1. Product: [C:36]1([C:34]([NH:1][CH2:2][CH2:3][CH2:4][N:5]([CH2:13][CH2:14][CH2:15][NH:16][C:17]2[N:18]=[N+:19]([O-:28])[C:20]3[CH:27]=[CH:26][CH:25]=[CH:24][C:21]=3[N+:22]=2[O-:23])[C:6](=[O:12])[O:7][C:8]([CH3:10])([CH3:11])[CH3:9])=[O:35])[C:49]2[C:40](=[N:41][C:42]3[C:47]([N:48]=2)=[CH:46][CH:45]=[CH:44][CH:43]=3)[CH:39]=[CH:38][CH:37]=1. The catalyst class is: 1. (6) Reactant: C([NH:5][S:6]([C:9]1[S:10][C:11]([C:14]2[CH:19]=[C:18]([C:20]3[N:25]=[C:24]([CH3:26])[CH:23]=[C:22]([C:27]4[CH:28]=[N:29][C:30]([C:33]([F:36])([F:35])[F:34])=[CH:31][CH:32]=4)[N:21]=3)[CH:17]=[CH:16][N:15]=2)=[CH:12][CH:13]=1)(=[O:8])=[O:7])(C)(C)C.C(O)(C(F)(F)F)=O. Product: [CH3:26][C:24]1[CH:23]=[C:22]([C:27]2[CH:28]=[N:29][C:30]([C:33]([F:35])([F:36])[F:34])=[CH:31][CH:32]=2)[N:21]=[C:20]([C:18]2[CH:17]=[CH:16][N:15]=[C:14]([C:11]3[S:10][C:9]([S:6]([NH2:5])(=[O:8])=[O:7])=[CH:13][CH:12]=3)[CH:19]=2)[N:25]=1. The catalyst class is: 4. (7) Reactant: [B:10]1([B:10]2[O:14][C:13]([CH3:16])([CH3:15])[C:12]([CH3:18])([CH3:17])[O:11]2)[O:14][C:13]([CH3:16])([CH3:15])[C:12]([CH3:18])([CH3:17])[O:11]1.CC([O-])=O.[K+].[C:24]1([C:47]2[CH:52]=[CH:51][CH:50]=[CH:49][CH:48]=2)[CH:29]=[CH:28][CH:27]=[C:26]([C:30]2[C:43]3[C:44]4=[C:45]5[C:40](=[CH:41][CH:42]=3)[CH:39]=[CH:38][C:37](Br)=[C:36]5[CH:35]=[CH:34][C:33]4=[CH:32][CH:31]=2)[CH:25]=1.C(Cl)Cl. Product: [C:24]1([C:47]2[CH:48]=[CH:49][CH:50]=[CH:51][CH:52]=2)[CH:29]=[CH:28][CH:27]=[C:26]([C:30]2[CH:31]=[CH:32][C:33]3[C:44]4=[C:45]5[C:40](=[CH:39][CH:38]=[C:37]([B:10]6[O:11][C:12]([CH3:17])([CH3:18])[C:13]([CH3:15])([CH3:16])[O:14]6)[C:36]5=[CH:35][CH:34]=3)[CH:41]=[CH:42][C:43]=24)[CH:25]=1. The catalyst class is: 12.